This data is from Forward reaction prediction with 1.9M reactions from USPTO patents (1976-2016). The task is: Predict the product of the given reaction. (1) Given the reactants [C:1]([NH:4][C:5]1[CH:6]=[C:7]([CH2:11][CH3:12])[CH:8]=[CH:9][CH:10]=1)(=[O:3])[CH3:2].OS(O)(=O)=O.[N+:18]([O-])([OH:20])=[O:19], predict the reaction product. The product is: [C:1]([NH:4][C:5]1[CH:6]=[C:7]([CH2:11][CH3:12])[C:8]([N+:18]([O-:20])=[O:19])=[CH:9][CH:10]=1)(=[O:3])[CH3:2]. (2) Given the reactants [F:1][C:2]([F:20])([F:19])[C:3]1[CH:8]=[CH:7][C:6]([CH:9]2[C:18]3[C:13](=[CH:14][CH:15]=[CH:16][CH:17]=3)[CH2:12][CH2:11][NH:10]2)=[CH:5][CH:4]=1.[C:21](N1C=CN=C1)([N:23]1C=CN=C1)=[S:22].N, predict the reaction product. The product is: [F:20][C:2]([F:1])([F:19])[C:3]1[CH:4]=[CH:5][C:6]([CH:9]2[C:18]3[C:13](=[CH:14][CH:15]=[CH:16][CH:17]=3)[CH2:12][CH2:11][N:10]2[C:21](=[S:22])[NH2:23])=[CH:7][CH:8]=1. (3) Given the reactants [NH2:1][C:2]1[CH:7]=[C:6]([Cl:8])[N:5]=[C:4](Cl)[C:3]=1[N+:10]([O-:12])=[O:11].C(N(CC)CC)C.[CH3:20][O:21][C:22]1[CH:38]=[CH:37][C:25]([CH2:26][NH:27][CH2:28][C:29]2[CH:34]=[CH:33][C:32]([O:35][CH3:36])=[CH:31][CH:30]=2)=[CH:24][CH:23]=1, predict the reaction product. The product is: [CH3:36][O:35][C:32]1[CH:31]=[CH:30][C:29]([CH2:28][N:27]([CH2:26][C:25]2[CH:37]=[CH:38][C:22]([O:21][CH3:20])=[CH:23][CH:24]=2)[C:4]2[C:3]([N+:10]([O-:12])=[O:11])=[C:2]([NH2:1])[CH:7]=[C:6]([Cl:8])[N:5]=2)=[CH:34][CH:33]=1. (4) Given the reactants Cl.[NH2:2][C:3]1[N:8]=[C:7]2[N:9](C)[N:10]=[C:11]([C:12]3[CH:17]=[C:16]([F:18])[C:15]([OH:19])=[C:14]([Br:20])[CH:13]=3)[C:6]2=[CH:5][N:4]=1.[C:22]([O-])([O-])=O.[K+].[K+].[CH3:28][O:29][CH2:30][CH2:31]Br, predict the reaction product. The product is: [Br:20][C:14]1[CH:13]=[C:12]([C:11]2[C:6]3[C:7](=[N:8][C:3]([NH:2][CH3:22])=[N:4][CH:5]=3)[NH:9][N:10]=2)[CH:17]=[C:16]([F:18])[C:15]=1[O:19][CH2:31][CH2:30][O:29][CH3:28].